This data is from Reaction yield outcomes from USPTO patents with 853,638 reactions. The task is: Predict the reaction yield, written as a fraction of the theoretical maximum amount of product (1.0 means a 100% yield; for example, 0.34 means a 34% yield). (1) The reactants are [C:1]12([NH:6][C:7]([C:9]3[CH:14]=[C:13]([N:15]4[CH2:20][CH2:19][CH:18]([C:21]5[C:29]6[C:24](=[N:25][CH:26]=[CH:27][CH:28]=6)[NH:23][N:22]=5)[CH2:17][CH2:16]4)[N:12]=[C:11](Cl)[N:10]=3)=[O:8])[CH2:5][CH:3]([CH2:4]1)[CH2:2]2.[OH:31][CH2:32][C@H:33]1[CH2:35][C@H:34]1[C:36]#[N:37].C1OCCOCCOCCOCCOCCOC1.C[Si]([N-][Si](C)(C)C)(C)C.[K+]. The catalyst is CC(N(C)C)=O.CC#N. The product is [C:1]12([NH:6][C:7]([C:9]3[CH:14]=[C:13]([N:15]4[CH2:20][CH2:19][CH:18]([C:21]5[C:29]6[C:24](=[N:25][CH:26]=[CH:27][CH:28]=6)[NH:23][N:22]=5)[CH2:17][CH2:16]4)[N:12]=[C:11]([O:31][CH2:32][C@H:33]4[CH2:35][C@H:34]4[C:36]#[N:37])[N:10]=3)=[O:8])[CH2:5][CH:3]([CH2:4]1)[CH2:2]2. The yield is 0.240. (2) The reactants are [Cl-].O[NH3+:3].[C:4](=[O:7])([O-])[OH:5].[Na+].CS(C)=O.[F:13][C:14]1[CH:15]=[C:16]([C:41]2[C:42]([C:47]#[N:48])=[CH:43][CH:44]=[CH:45][CH:46]=2)[CH:17]=[CH:18][C:19]=1[CH2:20][C:21]1[C:26](=[O:27])[N:25]([C:28]2[CH:33]=[CH:32][C:31]([O:34][CH:35]=[CH2:36])=[CH:30][CH:29]=2)[C:24]([CH3:37])=[N:23][C:22]=1[CH2:38][CH2:39][CH3:40]. The catalyst is C(OCC)(=O)C. The product is [F:13][C:14]1[CH:15]=[C:16]([C:41]2[CH:46]=[CH:45][CH:44]=[CH:43][C:42]=2[C:47]2[NH:3][C:4](=[O:7])[O:5][N:48]=2)[CH:17]=[CH:18][C:19]=1[CH2:20][C:21]1[C:26](=[O:27])[N:25]([C:28]2[CH:33]=[CH:32][C:31]([O:34][CH:35]=[CH2:36])=[CH:30][CH:29]=2)[C:24]([CH3:37])=[N:23][C:22]=1[CH2:38][CH2:39][CH3:40]. The yield is 0.670. (3) The reactants are [CH:1]([C:3]1[CH:11]=[CH:10][C:6]([C:7]([OH:9])=[O:8])=[CH:5][C:4]=1[OH:12])=[O:2].S(Cl)(Cl)=O.[CH3:17]O. No catalyst specified. The product is [CH:1]([C:3]1[CH:11]=[CH:10][C:6]([C:7]([O:9][CH3:17])=[O:8])=[CH:5][C:4]=1[OH:12])=[O:2]. The yield is 0.850. (4) The reactants are [CH:1]1([C:4]([N:6]2[CH2:11][CH2:10][N:9]([C:12]([C:14]3[CH:15]=[C:16]([CH:20]4[C:25]5=[N:26][NH:27][C:28](=[O:33])[C:29]6[CH:30]=[CH:31][CH:32]=[C:23]([C:24]=65)[NH:22][CH:21]4[C:34]4[CH:41]=[CH:40][C:37]([CH:38]=[O:39])=[CH:36][CH:35]=4)[CH:17]=[CH:18][CH:19]=3)=[O:13])[CH2:8][CH2:7]2)=[O:5])[CH2:3][CH2:2]1.[CH3:42][NH:43][CH3:44].[BH4-].[Na+].[CH3:47][OH:48]. No catalyst specified. The product is [CH:1]1([C:47]([N:43]2[CH2:44][CH2:10][N:9]([C:12]([C:14]3[CH:15]=[C:16]([CH:20]4[C:25]5=[N:26][NH:27][C:28](=[O:33])[C:29]6[CH:30]=[CH:31][CH:32]=[C:23]([C:24]=65)[NH:22][CH:21]4[C:34]4[CH:41]=[CH:40][C:37]([CH2:4][N:6]([CH3:11])[CH3:7])=[CH:36][CH:35]=4)[CH:17]=[CH:18][CH:19]=3)=[O:13])[CH2:8][CH2:42]2)=[O:48])[CH2:3][CH2:2]1.[CH:1]1([C:4]([N:6]2[CH2:11][CH2:10][N:9]([C:12]([C:14]3[CH:15]=[C:16]([CH:20]4[C:25]5=[N:26][NH:27][C:28](=[O:33])[C:29]6[CH:30]=[CH:31][CH:32]=[C:23]([C:24]=65)[NH:22][CH:21]4[C:34]4[CH:35]=[CH:36][C:37]([CH2:38][OH:39])=[CH:40][CH:41]=4)[CH:17]=[CH:18][CH:19]=3)=[O:13])[CH2:8][CH2:7]2)=[O:5])[CH2:3][CH2:2]1. The yield is 0.190. (5) The reactants are C(OC(=O)[NH:7][CH:8]([CH3:19])[C:9]([N:11]1[CH2:16][CH2:15][S:14](=[O:18])(=[O:17])[CH2:13][CH2:12]1)=[O:10])(C)(C)C.FC(F)(F)C(O)=O. The catalyst is C(Cl)Cl. The product is [NH2:7][CH:8]([CH3:19])[C:9]([N:11]1[CH2:16][CH2:15][S:14](=[O:18])(=[O:17])[CH2:13][CH2:12]1)=[O:10]. The yield is 1.00. (6) The reactants are [CH3:1][O:2][C:3](=[O:15])[C:4]1[C:9]([N+:10]([O-:12])=[O:11])=[CH:8][CH:7]=[C:6]([F:13])[C:5]=1[CH3:14].[Br:16]N1C(=O)CCC1=O.N(C(C)(C)C#N)=NC(C)(C)C#N. The catalyst is C(Cl)(Cl)(Cl)Cl. The product is [CH3:1][O:2][C:3](=[O:15])[C:4]1[C:9]([N+:10]([O-:12])=[O:11])=[CH:8][CH:7]=[C:6]([F:13])[C:5]=1[CH2:14][Br:16]. The yield is 0.540. (7) The reactants are Br[C:2]([CH3:9])([CH3:8])[C:3]([O:5][CH2:6][CH3:7])=[O:4].[CH:10]1([NH2:13])[CH2:12][CH2:11]1.C([O-])([O-])=O.[K+].[K+]. The catalyst is CC#N. The product is [CH:10]1([NH:13][C:2]([CH3:9])([CH3:8])[C:3]([O:5][CH2:6][CH3:7])=[O:4])[CH2:12][CH2:11]1. The yield is 0.460. (8) The reactants are C[Si]([N-][Si](C)(C)C)(C)C.[Li+].F[C:12]1[C:17]([C:18]2[N:23]=[C:22]([CH3:24])[N:21]=[C:20]([N:25]([CH2:35][C:36]3[CH:41]=[CH:40][C:39]([O:42][CH3:43])=[CH:38][CH:37]=3)[CH2:26][C:27]3[CH:32]=[CH:31][C:30]([O:33][CH3:34])=[CH:29][CH:28]=3)[CH:19]=2)=[CH:16][C:15]([CH:44]([N:46]2[CH2:51][CH2:50][O:49][CH2:48][CH2:47]2)[CH3:45])=[CH:14][N:13]=1.[F:52][C:53]1[CH:54]=[C:55]([NH2:61])[CH:56]=[N:57][C:58]=1[O:59][CH3:60].[NH4+].[Cl-]. The catalyst is C1COCC1. The product is [F:52][C:53]1[CH:54]=[C:55]([NH:61][C:12]2[C:17]([C:18]3[N:23]=[C:22]([CH3:24])[N:21]=[C:20]([N:25]([CH2:26][C:27]4[CH:32]=[CH:31][C:30]([O:33][CH3:34])=[CH:29][CH:28]=4)[CH2:35][C:36]4[CH:41]=[CH:40][C:39]([O:42][CH3:43])=[CH:38][CH:37]=4)[CH:19]=3)=[CH:16][C:15]([CH:44]([N:46]3[CH2:51][CH2:50][O:49][CH2:48][CH2:47]3)[CH3:45])=[CH:14][N:13]=2)[CH:56]=[N:57][C:58]=1[O:59][CH3:60]. The yield is 0.780.